From a dataset of Reaction yield outcomes from USPTO patents with 853,638 reactions. Predict the reaction yield, written as a fraction of the theoretical maximum amount of product (1.0 means a 100% yield; for example, 0.34 means a 34% yield). (1) The reactants are [F:1][C:2]1[CH:7]=[CH:6][C:5]([C:8]2[C:9](=[O:15])[NH:10][C:11](=[O:14])[NH:12][CH:13]=2)=[CH:4][CH:3]=1.[CH2:16]([N:22]=[C:23]=[O:24])[CH2:17][CH2:18][CH2:19][CH2:20][CH3:21]. No catalyst specified. The product is [F:1][C:2]1[CH:3]=[CH:4][C:5]([C:8]2[C:9](=[O:15])[NH:10][C:11](=[O:14])[N:12]([C:23]([NH:22][CH2:16][CH2:17][CH2:18][CH2:19][CH2:20][CH3:21])=[O:24])[CH:13]=2)=[CH:6][CH:7]=1. The yield is 0.220. (2) The reactants are Br[C:2]1[CH:3]=[C:4]2[CH:10]=[N:9][NH:8][C:5]2=[N:6][CH:7]=1.[N:11]1([C:17]([C:19]2[CH:20]=[C:21](B(O)O)[CH:22]=[CH:23][CH:24]=2)=[O:18])[CH2:16][CH2:15][O:14][CH2:13][CH2:12]1.C(=O)(O)[O-].[Na+].C1(P(=O)(C2C=CC=CC=2)C2C=CC=CC=2)C=CC=CC=1. The catalyst is C(COC)OC.C1C=CC([P]([Pd]([P](C2C=CC=CC=2)(C2C=CC=CC=2)C2C=CC=CC=2)([P](C2C=CC=CC=2)(C2C=CC=CC=2)C2C=CC=CC=2)[P](C2C=CC=CC=2)(C2C=CC=CC=2)C2C=CC=CC=2)(C2C=CC=CC=2)C2C=CC=CC=2)=CC=1.ClCCl. The product is [N:11]1([C:17]([C:19]2[CH:24]=[CH:23][CH:22]=[C:21]([C:2]3[CH:3]=[C:4]4[CH:10]=[N:9][NH:8][C:5]4=[N:6][CH:7]=3)[CH:20]=2)=[O:18])[CH2:16][CH2:15][O:14][CH2:13][CH2:12]1. The yield is 0.800. (3) The reactants are [Cl:1][C:2]1[CH:7]=[CH:6][C:5]([C:8]2[N:9]=[C:10]([N:18]3[C:22]([CH3:23])=[CH:21][C:20]([CH3:24])=[N:19]3)[O:11][C:12]=2[CH2:13][CH2:14][C:15](O)=[O:16])=[CH:4][CH:3]=1.ON1C2N=CC=CC=2N=N1.C(N=C=NCCCN(C)C)C.[CH3:46][N:47]1[CH2:52][CH2:51][CH:50]([CH2:53][N:54]2[CH2:59][CH2:58][NH:57][CH2:56][CH2:55]2)[CH2:49][CH2:48]1. The catalyst is O.CN(C)C=O. The product is [Cl:1][C:2]1[CH:7]=[CH:6][C:5]([C:8]2[N:9]=[C:10]([N:18]3[C:22]([CH3:23])=[CH:21][C:20]([CH3:24])=[N:19]3)[O:11][C:12]=2[CH2:13][CH2:14][C:15]([N:57]2[CH2:56][CH2:55][N:54]([CH2:53][CH:50]3[CH2:51][CH2:52][N:47]([CH3:46])[CH2:48][CH2:49]3)[CH2:59][CH2:58]2)=[O:16])=[CH:4][CH:3]=1. The yield is 0.720. (4) The reactants are C([N:8]1[C:12]2=[N:13][C:14]([F:17])=[CH:15][CH:16]=[C:11]2[C:10]([CH2:18][Br:19])=[N:9]1)(OC(C)(C)C)=O. The catalyst is C(O)(C(F)(F)F)=O. The product is [Br:19][CH2:18][C:10]1[C:11]2[C:12](=[N:13][C:14]([F:17])=[CH:15][CH:16]=2)[NH:8][N:9]=1. The yield is 0.990. (5) The reactants are S(O[CH2:6][CH2:7][O:8][CH2:9][CH2:10][O:11][CH2:12][CH2:13][O:14][CH2:15][CH2:16][NH:17][C:18]([O:20][CH2:21][C:22]1[CH:27]=[CH:26][CH:25]=[CH:24][CH:23]=1)=[O:19])(=O)(=O)C.[Na+].[I-:29]. The yield is 0.989. The catalyst is C(#N)C. The product is [CH2:21]([O:20][C:18]([NH:17][CH2:16][CH2:15][O:14][CH2:13][CH2:12][O:11][CH2:10][CH2:9][O:8][CH2:7][CH2:6][I:29])=[O:19])[C:22]1[CH:27]=[CH:26][CH:25]=[CH:24][CH:23]=1. (6) The reactants are [F:1][C:2]1[CH:7]=[CH:6][C:5]([CH:8]2[C:12](=[O:13])[O:11][C:10](=[O:14])[NH:9]2)=[CH:4][CH:3]=1.Cl[C:16]([O:18][CH2:19][C:20]1[CH:25]=[CH:24][CH:23]=[CH:22][CH:21]=1)=[O:17].CN1CCOCC1. The catalyst is C1COCC1. The product is [F:1][C:2]1[CH:3]=[CH:4][C:5]([CH:8]2[C:12](=[O:13])[O:11][C:10](=[O:14])[N:9]2[C:16]([O:18][CH2:19][C:20]2[CH:25]=[CH:24][CH:23]=[CH:22][CH:21]=2)=[O:17])=[CH:6][CH:7]=1. The yield is 0.640.